From a dataset of CYP2C9 inhibition data for predicting drug metabolism from PubChem BioAssay. Regression/Classification. Given a drug SMILES string, predict its absorption, distribution, metabolism, or excretion properties. Task type varies by dataset: regression for continuous measurements (e.g., permeability, clearance, half-life) or binary classification for categorical outcomes (e.g., BBB penetration, CYP inhibition). Dataset: cyp2c9_veith. (1) The drug is COc1cc(N)c(Cl)cc1C(=O)N[C@@H]1CN2CCC1CC2. The result is 1 (inhibitor). (2) The molecule is CC(=O)CSCc1ccccn1. The result is 0 (non-inhibitor). (3) The result is 1 (inhibitor). The compound is Cc1ccc(C2C(C(=O)c3ccco3)=C(O)C(=O)N2c2nnc(C)s2)cc1. (4) The drug is Cc1ccc(C)c(N(CC(=O)NC2CCCC2)C(=O)c2cc3cc4cccc(C)c4nc3s2)c1. The result is 1 (inhibitor). (5) The compound is CCCCOC(=O)c1ccc(O)cc1. The result is 0 (non-inhibitor). (6) The molecule is Cc1ccc(NC(=O)C(=O)NCc2ccc(/C=C(/C#N)C(=O)NCc3cccnc3)o2)cc1. The result is 1 (inhibitor).